This data is from Reaction yield outcomes from USPTO patents with 853,638 reactions. The task is: Predict the reaction yield, written as a fraction of the theoretical maximum amount of product (1.0 means a 100% yield; for example, 0.34 means a 34% yield). (1) The reactants are [C:1]([N:4]1[C@@H:10]([CH3:11])[C@H:9]([NH:12][C:13](=[O:25])[C@@H:14]([N:16](C)[C:17](=O)OC(C)(C)C)[CH3:15])[C:8](=[O:26])[N:7]([CH2:27][C:28]2[C:37]3[C:32](=[CH:33][CH:34]=[CH:35][CH:36]=3)[N:31]=[CH:30][C:29]=2[CH3:38])[C:6]2[CH:39]=[CH:40][CH:41]=[CH:42][C:5]1=2)(=[O:3])[CH3:2].[ClH:43]. The catalyst is O1CCOCC1.CCOCC. The product is [ClH:43].[ClH:43].[C:1]([N:4]1[C@@H:10]([CH3:11])[C@H:9]([NH:12][C:13](=[O:25])[C@@H:14]([NH:16][CH3:17])[CH3:15])[C:8](=[O:26])[N:7]([CH2:27][C:28]2[C:37]3[C:32](=[CH:33][CH:34]=[CH:35][CH:36]=3)[N:31]=[CH:30][C:29]=2[CH3:38])[C:6]2[CH:39]=[CH:40][CH:41]=[CH:42][C:5]1=2)(=[O:3])[CH3:2]. The yield is 0.790. (2) The reactants are [F:1][C:2]1[CH:7]=[CH:6][C:5]([C:8]2[C:20]([C:21]3[CH:26]=[CH:25][N:24]=[C:23]([N:27]4[CH2:31][CH2:30][CH2:29][CH2:28]4)[N:22]=3)=[C:11]3[CH:12]=[CH:13][C:14]([C:16]([F:19])([F:18])[F:17])=[CH:15][N:10]3[N:9]=2)=[CH:4][CH:3]=1.C([Li])CCC.C(Cl)(Cl)(Cl)[Cl:38]. The catalyst is O1CCCC1. The product is [Cl:38][C:15]1[N:10]2[N:9]=[C:8]([C:5]3[CH:4]=[CH:3][C:2]([F:1])=[CH:7][CH:6]=3)[C:20]([C:21]3[CH:26]=[CH:25][N:24]=[C:23]([N:27]4[CH2:28][CH2:29][CH2:30][CH2:31]4)[N:22]=3)=[C:11]2[CH:12]=[CH:13][C:14]=1[C:16]([F:19])([F:17])[F:18]. The yield is 0.590. (3) The reactants are [NH2:1][C:2]1[CH:25]=[CH:24][CH:23]=[CH:22][C:3]=1[NH:4][C:5]([C@@H:7]1[CH2:11][C:10](=[N:12][O:13][CH3:14])[CH2:9][N:8]1[C:15]([O:17][C:18]([CH3:21])([CH3:20])[CH3:19])=[O:16])=O.C(=O)(O)[O-].[Na+]. The catalyst is ClCCl.C(O)(=O)C. The product is [NH:4]1[C:3]2[CH:22]=[CH:23][CH:24]=[CH:25][C:2]=2[N:1]=[C:5]1[C@@H:7]1[CH2:11][C:10](=[N:12][O:13][CH3:14])[CH2:9][N:8]1[C:15]([O:17][C:18]([CH3:21])([CH3:20])[CH3:19])=[O:16]. The yield is 0.970. (4) The reactants are [NH:1]([C:3]1[N:4]=[C:5]2[CH:11]=[CH:10][N:9]([S:12]([C:15]3[CH:21]=[CH:20][C:18]([CH3:19])=[CH:17][CH:16]=3)(=[O:14])=[O:13])[C:6]2=[N:7][CH:8]=1)[NH2:2].[CH2:22]([N:24]([CH2:39][CH3:40])[S:25]([CH2:28][CH:29]1[CH2:33][CH:32]([C:34](O)=[O:35])[CH:31]([CH2:37][CH3:38])[CH2:30]1)(=[O:27])=[O:26])[CH3:23].CN(C(ON1N=NC2C=CC=NC1=2)=[N+](C)C)C.F[P-](F)(F)(F)(F)F. The catalyst is C(Cl)Cl. The product is [CH2:39]([N:24]([CH2:22][CH3:23])[S:25]([CH2:28][CH:29]1[CH2:33][CH:32]([C:34]([NH:2][NH:1][C:3]2[N:4]=[C:5]3[CH:11]=[CH:10][N:9]([S:12]([C:15]4[CH:21]=[CH:20][C:18]([CH3:19])=[CH:17][CH:16]=4)(=[O:13])=[O:14])[C:6]3=[N:7][CH:8]=2)=[O:35])[CH:31]([CH2:37][CH3:38])[CH2:30]1)(=[O:27])=[O:26])[CH3:40]. The yield is 0.980. (5) The reactants are [NH2:1][C:2]1[CH:7]=[C:6]([F:8])[C:5]([F:9])=[CH:4][C:3]=1[NH2:10].[C:11]([O:15][C:16](O[C:16]([O:15][C:11]([CH3:14])([CH3:13])[CH3:12])=[O:17])=[O:17])([CH3:14])([CH3:13])[CH3:12]. The catalyst is C(O)C.II. The product is [C:11]([O:15][C:16](=[O:17])[NH:1][C:2]1[CH:7]=[C:6]([F:8])[C:5]([F:9])=[CH:4][C:3]=1[NH2:10])([CH3:14])([CH3:13])[CH3:12]. The yield is 0.742. (6) The reactants are [C:1]([N:9]1[CH2:22][CH2:21][C:20]2[C:19]3[C:18](Br)=[CH:17][CH:16]=[CH:15][C:14]=3[NH:13][C:12]=2[CH2:11][CH2:10]1)(=[O:8])[C:2]1[CH:7]=[CH:6][CH:5]=[CH:4][CH:3]=1.C(=O)([O-])[O-].[K+].[K+].[C:30]1(B(O)O)[CH:35]=[CH:34][CH:33]=[CH:32][CH:31]=1.CCOC(C)=O.CCCCCCC. The catalyst is O1CCCC1.CN(C)C(=O)C.C1C=CC([P]([Pd]([P](C2C=CC=CC=2)(C2C=CC=CC=2)C2C=CC=CC=2)([P](C2C=CC=CC=2)(C2C=CC=CC=2)C2C=CC=CC=2)[P](C2C=CC=CC=2)(C2C=CC=CC=2)C2C=CC=CC=2)(C2C=CC=CC=2)C2C=CC=CC=2)=CC=1. The product is [C:1]([N:9]1[CH2:22][CH2:21][C:20]2[C:19]3[C:18]([C:30]4[CH:35]=[CH:34][CH:33]=[CH:32][CH:31]=4)=[CH:17][CH:16]=[CH:15][C:14]=3[NH:13][C:12]=2[CH2:11][CH2:10]1)(=[O:8])[C:2]1[CH:7]=[CH:6][CH:5]=[CH:4][CH:3]=1. The yield is 0.950.